From a dataset of Forward reaction prediction with 1.9M reactions from USPTO patents (1976-2016). Predict the product of the given reaction. (1) Given the reactants C(OC[N:10]1[C:14](=[O:15])[CH:13]([CH3:16])[N:12]([C:17]2[CH:22]=[CH:21][C:20]([C:23]([N:25]3[CH2:30][CH2:29][N:28]([C:31]4[C:36]([CH3:37])=[CH:35][C:34]([CH:38]5[CH2:40][CH2:39]5)=[CH:33][N:32]=4)[CH2:27][CH2:26]3)=[O:24])=[C:19]([F:41])[CH:18]=2)[C:11]1=[O:42])C1C=CC=CC=1.C(O)=O, predict the reaction product. The product is: [CH:38]1([C:34]2[CH:35]=[C:36]([CH3:37])[C:31]([N:28]3[CH2:29][CH2:30][N:25]([C:23]([C:20]4[CH:21]=[CH:22][C:17]([N:12]5[CH:13]([CH3:16])[C:14](=[O:15])[NH:10][C:11]5=[O:42])=[CH:18][C:19]=4[F:41])=[O:24])[CH2:26][CH2:27]3)=[N:32][CH:33]=2)[CH2:40][CH2:39]1. (2) Given the reactants C([O:3][CH2:4][CH2:5][CH2:6][N:7]1[C:12](=[O:13])[C:11]2[C:14]([CH2:29][C:30]3[CH:35]=[CH:34][C:33]([Cl:36])=[CH:32][CH:31]=3)=[C:15]([C:18]3[CH:23]=[CH:22][CH:21]=[C:20]([O:24][C:25]([F:28])([F:27])[F:26])[CH:19]=3)[CH:16]=[N:17][C:10]=2[N:9]([CH3:37])[C:8]1=[O:38])=O.O[Li].O, predict the reaction product. The product is: [Cl:36][C:33]1[CH:34]=[CH:35][C:30]([CH2:29][C:14]2[C:11]3[C:12](=[O:13])[N:7]([CH2:6][CH2:5][CH2:4][OH:3])[C:8](=[O:38])[N:9]([CH3:37])[C:10]=3[N:17]=[CH:16][C:15]=2[C:18]2[CH:23]=[CH:22][CH:21]=[C:20]([O:24][C:25]([F:28])([F:27])[F:26])[CH:19]=2)=[CH:31][CH:32]=1.